Dataset: Forward reaction prediction with 1.9M reactions from USPTO patents (1976-2016). Task: Predict the product of the given reaction. (1) Given the reactants [Cl:1][C:2]1[C:7]([CH2:8][C:9]([O:11][CH3:12])=[O:10])=[C:6]([N:13]([CH3:15])[CH3:14])[N:5]=[C:4]([S:16][CH2:17][C:18]2[CH:23]=[CH:22][C:21]([N+:24]([O-])=O)=[CH:20][CH:19]=2)[N:3]=1.[Sn](Cl)Cl, predict the reaction product. The product is: [NH2:24][C:21]1[CH:20]=[CH:19][C:18]([CH2:17][S:16][C:4]2[N:3]=[C:2]([Cl:1])[C:7]([CH2:8][C:9]([O:11][CH3:12])=[O:10])=[C:6]([N:13]([CH3:15])[CH3:14])[N:5]=2)=[CH:23][CH:22]=1. (2) Given the reactants [Br:1][C:2]1[N:7]=[C:6]([CH:8]=[O:9])[CH:5]=[CH:4][C:3]=1[OH:10].C([O-])([O-])=O.[K+].[K+].Br[CH2:18][CH2:19][O:20][Si:21]([C:24]([CH3:27])([CH3:26])[CH3:25])([CH3:23])[CH3:22], predict the reaction product. The product is: [Br:1][C:2]1[N:7]=[C:6]([CH:8]=[O:9])[CH:5]=[CH:4][C:3]=1[O:10][CH2:18][CH2:19][O:20][Si:21]([C:24]([CH3:27])([CH3:26])[CH3:25])([CH3:23])[CH3:22]. (3) Given the reactants C(OC(=O)[NH:7][C@H:8]1[CH2:12][CH2:11][N:10]([C:13]([C:15]2[N:19]3[CH:20]=[C:21]([N:24]4[CH2:28][CH2:27][CH2:26][C@H:25]4[C:29]4[CH:34]=[C:33]([F:35])[CH:32]=[CH:31][C:30]=4[F:36])[CH:22]=[CH:23][C:18]3=[N:17][CH:16]=2)=[O:14])[CH2:9]1)(C)(C)C.Cl.O1CCOCC1, predict the reaction product. The product is: [NH2:7][C@H:8]1[CH2:12][CH2:11][N:10]([C:13]([C:15]2[N:19]3[CH:20]=[C:21]([N:24]4[CH2:28][CH2:27][CH2:26][C@H:25]4[C:29]4[CH:34]=[C:33]([F:35])[CH:32]=[CH:31][C:30]=4[F:36])[CH:22]=[CH:23][C:18]3=[N:17][CH:16]=2)=[O:14])[CH2:9]1. (4) The product is: [ClH:30].[Cl:55][C:52]1[CH:53]=[CH:54][C:49]([C:41]2[CH:40]=[C:39]([CH:38]([CH:36]3[CH2:37][CH2:32][CH2:33][CH2:34][NH:35]3)[OH:56])[C:48]3[C:43](=[CH:44][CH:45]=[CH:46][CH:47]=3)[N:42]=2)=[CH:50][CH:51]=1. Given the reactants Cl.CCOCC.C1CC(C(O)C2C3C(=CC=CC=3)N=C(C3C=CC([Cl:30])=CC=3)C=2)NCC1.[CH2:32]1[CH2:37][C@@H:36]([C@@H:38]([OH:56])[C:39]2[C:48]3[C:43](=[CH:44][CH:45]=[CH:46][CH:47]=3)[N:42]=[C:41]([C:49]3[CH:54]=[CH:53][C:52]([Cl:55])=[CH:51][CH:50]=3)[CH:40]=2)[NH:35][CH2:34][CH2:33]1, predict the reaction product. (5) Given the reactants C([N:8]1[CH2:17][CH2:16][C:15]2[N:14]=[C:13]([Cl:18])[CH:12]=[CH:11][C:10]=2[CH2:9]1)C1C=CC=CC=1.[CH3:19][NH:20][CH2:21][CH3:22], predict the reaction product. The product is: [ClH:18].[CH2:21]([N:20]([CH3:19])[C:13]1[CH:12]=[CH:11][C:10]2[CH2:9][NH:8][CH2:17][CH2:16][C:15]=2[N:14]=1)[CH3:22]. (6) Given the reactants [CH3:1][C:2]1[C:7]([NH:8][C:9]([C:11]2[S:15][C:14]([NH:16][C:17]3[CH:18]=[C:19]([N:24]4[CH2:29][CH2:28][N:27]([CH2:30][CH2:31][OH:32])[CH2:26][CH2:25]4)[N:20]=[C:21]([CH3:23])[N:22]=3)=[N:13][CH:12]=2)=[O:10])=[C:6]([Cl:33])[CH:5]=[CH:4][CH:3]=1.C([O-])(C)C.O, predict the reaction product. The product is: [CH3:1][C:2]1[C:7]([NH:8][C:9]([C:11]2[S:15][C:14]([NH:16][C:17]3[CH:18]=[C:19]([N:24]4[CH2:29][CH2:28][N:27]([CH2:30][CH2:31][OH:32])[CH2:26][CH2:25]4)[N:20]=[C:21]([CH3:23])[N:22]=3)=[N:13][CH:12]=2)=[O:10])=[C:6]([Cl:33])[CH:5]=[CH:4][CH:3]=1.